Dataset: Forward reaction prediction with 1.9M reactions from USPTO patents (1976-2016). Task: Predict the product of the given reaction. (1) Given the reactants Br[C:2]1[CH:11]=[C:10]2[C:5]([N:6]=[C:7]([N:15]3[CH2:20][CH2:19][N:18]([CH3:21])[CH2:17][CH2:16]3)[C:8]3[N:9]2[CH:12]=[N:13][N:14]=3)=[CH:4][CH:3]=1.[CH:22]([NH2:25])([CH3:24])[CH3:23].N1CCC[C@H]1C(O)=O.[O-]P([O-])([O-])=O.[K+].[K+].[K+], predict the reaction product. The product is: [CH:22]([NH:25][C:2]1[CH:11]=[C:10]2[C:5]([N:6]=[C:7]([N:15]3[CH2:20][CH2:19][N:18]([CH3:21])[CH2:17][CH2:16]3)[C:8]3[N:9]2[CH:12]=[N:13][N:14]=3)=[CH:4][CH:3]=1)([CH3:24])[CH3:23]. (2) Given the reactants [ClH:1].C(OC(=O)[NH:8][C@H:9]([C:13](=[O:56])[NH:14][CH2:15][C:16](=[O:55])[NH:17][CH2:18][C:19]1[CH:24]=[CH:23][C:22]([F:25])=[C:21]([CH:26]2[CH2:31][CH2:30][N:29]([C:32]([C:34]3[C:42]4[C:37](=[CH:38][CH:39]=[CH:40][C:41]=4[C:43]([N:45]4[CH2:50][CH2:49][O:48][CH2:47][CH2:46]4)=[O:44])[N:36]([CH2:51][CH2:52][O:53][CH3:54])[CH:35]=3)=[O:33])[CH2:28][CH2:27]2)[CH:20]=1)[CH:10]([CH3:12])[CH3:11])(C)(C)C, predict the reaction product. The product is: [ClH:1].[NH2:8][C@@H:9]([CH:10]([CH3:12])[CH3:11])[C:13]([NH:14][CH2:15][C:16](=[O:55])[NH:17][CH2:18][C:19]1[CH:24]=[CH:23][C:22]([F:25])=[C:21]([CH:26]2[CH2:31][CH2:30][N:29]([C:32]([C:34]3[C:42]4[C:37](=[CH:38][CH:39]=[CH:40][C:41]=4[C:43]([N:45]4[CH2:46][CH2:47][O:48][CH2:49][CH2:50]4)=[O:44])[N:36]([CH2:51][CH2:52][O:53][CH3:54])[CH:35]=3)=[O:33])[CH2:28][CH2:27]2)[CH:20]=1)=[O:56].